From a dataset of Full USPTO retrosynthesis dataset with 1.9M reactions from patents (1976-2016). Predict the reactants needed to synthesize the given product. Given the product [CH3:30][NH:31][CH2:12][CH:13]1[CH2:17][C:16]2[CH:18]=[CH:19][CH:20]=[C:21]([C:22]3[CH:27]=[C:26]([Cl:28])[CH:25]=[CH:24][C:23]=3[Cl:29])[C:15]=2[O:14]1, predict the reactants needed to synthesize it. The reactants are: CC1C=CC(S(O[CH2:12][CH:13]2[CH2:17][C:16]3[CH:18]=[CH:19][CH:20]=[C:21]([C:22]4[CH:27]=[C:26]([Cl:28])[CH:25]=[CH:24][C:23]=4[Cl:29])[C:15]=3[O:14]2)(=O)=O)=CC=1.[CH3:30][NH2:31].